Dataset: Forward reaction prediction with 1.9M reactions from USPTO patents (1976-2016). Task: Predict the product of the given reaction. (1) Given the reactants [Br:1][C:2]1[CH:7]=[CH:6][C:5]2[C:8]3([O:26][C:27](=[O:28])[C:4]=2[CH:3]=1)[CH2:13][CH2:12][N:11]([C:14]([C:16]1[C:24]2[C:19](=[CH:20][C:21]([Cl:25])=[CH:22][CH:23]=2)[NH:18][CH:17]=1)=[O:15])[CH2:10][CH2:9]3.[F:29][C:30]1[CH:31]=[C:32]([CH:36]=[CH:37][CH:38]=1)[C:33](Cl)=[O:34], predict the reaction product. The product is: [Br:1][C:2]1[CH:7]=[CH:6][C:5]2[C:8]3([O:26][C:27](=[O:28])[C:4]=2[CH:3]=1)[CH2:9][CH2:10][N:11]([C:14]([C:16]1[C:24]2[C:19](=[CH:20][C:21]([Cl:25])=[CH:22][CH:23]=2)[N:18]([C:33](=[O:34])[C:32]2[CH:36]=[CH:37][CH:38]=[C:30]([F:29])[CH:31]=2)[CH:17]=1)=[O:15])[CH2:12][CH2:13]3. (2) Given the reactants [CH2:1]([N:8]1[C:16]2[C:11](=[CH:12][CH:13]=[CH:14][CH:15]=2)[CH:10]=[CH:9]1)C1C=CC=CC=1.CC([O-])(C)C.[K+].[SiH:23]([CH2:28][CH3:29])([CH2:26][CH3:27])[CH2:24][CH3:25], predict the reaction product. The product is: [CH3:1][N:8]1[C:16]2[C:11](=[CH:12][CH:13]=[CH:14][CH:15]=2)[C:10]([Si:23]([CH2:28][CH3:29])([CH2:26][CH3:27])[CH2:24][CH3:25])=[CH:9]1. (3) Given the reactants Br[C:2]1[CH:7]=[CH:6][C:5]([C:8]([N:10]2[CH2:15][CH2:14][CH:13]([N:16]3[CH2:20][CH2:19][CH2:18][CH2:17]3)[CH2:12][CH2:11]2)=[O:9])=[C:4]([O:21][CH3:22])[CH:3]=1.BrC1C=CC(C(O)=O)=C(OC)C=1.N1(C2CCNCC2)CCCC1.BrC1C(C)=C(C(N2CCC(N3CCCC3)CC2)=O)C=CC=1.[F:67][C:68]([F:79])([F:78])[C:69]1[CH:70]=[C:71](B(O)O)[CH:72]=[CH:73][CH:74]=1.P([O-])([O-])([O-])=O.[K+].[K+].[K+], predict the reaction product. The product is: [CH3:22][O:21][C:4]1[CH:3]=[C:2]([C:73]2[CH:72]=[CH:71][CH:70]=[C:69]([C:68]([F:79])([F:78])[F:67])[CH:74]=2)[CH:7]=[CH:6][C:5]=1[C:8]([N:10]1[CH2:15][CH2:14][CH:13]([N:16]2[CH2:20][CH2:19][CH2:18][CH2:17]2)[CH2:12][CH2:11]1)=[O:9]. (4) Given the reactants CN(C)CCN(C)C.C([Li])(CC)C.[CH2:14]([O:16][C:17]1[CH:18]=[C:19]([CH:29]=[CH:30][N:31]=1)[C:20]([N:22]([CH:26]([CH3:28])[CH3:27])[CH:23]([CH3:25])[CH3:24])=[O:21])[CH3:15].[B:32](OC)([O:35]C)[O:33]C.[Cl-].[NH4+].Cl, predict the reaction product. The product is: [CH:23]([N:22]([CH:26]([CH3:28])[CH3:27])[C:20]([C:19]1[CH:29]=[CH:30][N:31]=[C:17]([O:16][CH2:14][CH3:15])[C:18]=1[B:32]([OH:35])[OH:33])=[O:21])([CH3:25])[CH3:24]. (5) Given the reactants [CH3:1][CH2:2][O:3][C:4]([C@@H:6]([OH:8])[CH3:7])=[O:5].C(N(CC)CC)C.[CH3:16][S:17](Cl)(=[O:19])=[O:18], predict the reaction product. The product is: [CH3:16][S:17]([O:8][C@@H:6]([CH3:7])[C:4]([O:3][CH2:2][CH3:1])=[O:5])(=[O:19])=[O:18]. (6) The product is: [NH2:8][C:9]1[N:10]=[C:11]([C:26]2[CH:31]=[CH:30][CH:29]=[CH:28][CH:27]=2)[C:12]([C:16]2[CH:17]=[CH:18][C:19](=[O:25])[N:20]([CH:22]([CH3:24])[CH3:23])[N:21]=2)=[N:13][C:14]=1[C:33]#[C:32][C:34]1[N:38]([CH3:39])[CH:37]=[N:36][CH:35]=1. Given the reactants C(N(CC)CC)C.[NH2:8][C:9]1[N:10]=[C:11]([C:26]2[CH:31]=[CH:30][CH:29]=[CH:28][CH:27]=2)[C:12]([C:16]2[CH:17]=[CH:18][C:19](=[O:25])[N:20]([CH:22]([CH3:24])[CH3:23])[N:21]=2)=[N:13][C:14]=1Br.[C:32]([C:34]1[N:38]([CH3:39])[CH:37]=[N:36][CH:35]=1)#[CH:33].O, predict the reaction product. (7) Given the reactants Cl.[CH:2]1([CH2:5][O:6][C:7]2[CH:12]=[C:11]([O:13][CH3:14])[CH:10]=[CH:9][C:8]=2[C:15]2[CH:20]=[CH:19][N:18]=[C:17]3[C:21]([C:25]([NH:27][CH:28]4[CH2:33][CH2:32][NH:31][CH2:30][CH2:29]4)=[O:26])=[C:22]([CH3:24])[NH:23][C:16]=23)[CH2:4][CH2:3]1.[C:34](Cl)(=[O:37])[CH2:35][CH3:36], predict the reaction product. The product is: [CH:2]1([CH2:5][O:6][C:7]2[CH:12]=[C:11]([O:13][CH3:14])[CH:10]=[CH:9][C:8]=2[C:15]2[CH:20]=[CH:19][N:18]=[C:17]3[C:21]([C:25]([NH:27][CH:28]4[CH2:29][CH2:30][N:31]([C:34](=[O:37])[CH2:35][CH3:36])[CH2:32][CH2:33]4)=[O:26])=[C:22]([CH3:24])[NH:23][C:16]=23)[CH2:4][CH2:3]1. (8) Given the reactants C[O:2][C:3]([C:5]1[CH:6]=[C:7]([Br:15])[CH:8]=[C:9]2[C:13]=1[N:12]([CH3:14])[CH:11]=[CH:10]2)=O.[H-].[H-].[H-].[H-].[Li+].[Al+3].C([O-])(O)=O.[Na+], predict the reaction product. The product is: [Br:15][C:7]1[CH:8]=[C:9]2[C:13](=[C:5]([CH2:3][OH:2])[CH:6]=1)[N:12]([CH3:14])[CH:11]=[CH:10]2. (9) Given the reactants [N:1]1[CH:6]=[C:5]([C:7]([NH:9][C@@:10]2([C:15]([OH:17])=O)[CH2:14][CH2:13][O:12][CH2:11]2)=[O:8])[CH:4]=[N:3][CH:2]=1.[NH2:18][CH2:19][C:20]1[CH:25]=[CH:24][C:23]([NH:26][C:27]2[CH:32]=[CH:31][CH:30]=[CH:29][C:28]=2[C:33]([F:36])([F:35])[F:34])=[CH:22][CH:21]=1, predict the reaction product. The product is: [F:34][C:33]([F:35])([F:36])[C:28]1[CH:29]=[CH:30][CH:31]=[CH:32][C:27]=1[NH:26][C:23]1[CH:22]=[CH:21][C:20]([CH2:19][NH:18][C:15]([C@:10]2([NH:9][C:7]([C:5]3[CH:4]=[N:3][CH:2]=[N:1][CH:6]=3)=[O:8])[CH2:14][CH2:13][O:12][CH2:11]2)=[O:17])=[CH:25][CH:24]=1. (10) Given the reactants [Cl:1][C:2]1[N:7]=[CH:6][NH:5][C:4](=[O:8])[CH:3]=1.C1CN([P+](O[N:26]2[N:34]=[N:33][C:28]3[CH:29]=[CH:30][CH:31]=[N:32][C:27]2=3)(N2CCCC2)N2CCCC2)CC1.F[P-](F)(F)(F)(F)F.CCN(C(C)C)C(C)C, predict the reaction product. The product is: [Cl:1][C:2]1[N:7]=[CH:6][N:5]=[C:4]([O:8][N:26]2[C:27]3=[N:32][CH:31]=[CH:30][CH:29]=[C:28]3[N:33]=[N:34]2)[CH:3]=1.